This data is from Forward reaction prediction with 1.9M reactions from USPTO patents (1976-2016). The task is: Predict the product of the given reaction. (1) Given the reactants Cl[C:2]1[C:7]2=[C:8]([CH3:21])[N:9]([C:12]3[CH:17]=[CH:16][C:15]([O:18][CH2:19][CH3:20])=[CH:14][CH:13]=3)[C:10]([CH3:11])=[C:6]2[C:5]([CH3:22])=[N:4][N:3]=1.[CH3:23][O-:24].[Na+].[Na], predict the reaction product. The product is: [CH2:19]([O:18][C:15]1[CH:16]=[CH:17][C:12]([N:9]2[C:10]([CH3:11])=[C:6]3[C:7]([C:2]([O:24][CH3:23])=[N:3][N:4]=[C:5]3[CH3:22])=[C:8]2[CH3:21])=[CH:13][CH:14]=1)[CH3:20]. (2) The product is: [CH3:29][C:10]1[C:9]([NH:8][C@H:4]2[CH2:5][CH2:6][CH2:7][C@@H:2]([NH:1][S:31]([CH3:30])(=[O:33])=[O:32])[CH2:3]2)=[N:18][C:17]2[C:12]([N:11]=1)=[CH:13][CH:14]=[CH:15][C:16]=2[C:19]1[NH:23][C:22]2[C@@H:24]([CH3:28])[NH:25][C:26](=[O:27])[C:21]=2[CH:20]=1. Given the reactants [NH2:1][C@@H:2]1[CH2:7][CH2:6][CH2:5][C@H:4]([NH:8][C:9]2[C:10]([CH3:29])=[N:11][C:12]3[C:17]([N:18]=2)=[C:16]([C:19]2[NH:23][C:22]4[C@@H:24]([CH3:28])[NH:25][C:26](=[O:27])[C:21]=4[CH:20]=2)[CH:15]=[CH:14][CH:13]=3)[CH2:3]1.[CH3:30][S:31](Cl)(=[O:33])=[O:32].C(N(CC)CC)C, predict the reaction product. (3) Given the reactants [NH2:1][C:2]1[S:6][C:5]([C:7]2[CH:8]=[N:9][C:10]([N:13]3[CH2:18][CH2:17][O:16][CH2:15][CH2:14]3)=[CH:11][CH:12]=2)=[N:4][C:3]=1[C:19]([NH2:21])=[O:20].CC(C1C=C(C(C)C)C(C2C=CC=CC=2P(C2CCCCC2)C2CCCCC2)=C(C(C)C)C=1)C.C(=O)([O-])[O-].[K+].[K+].Br[C:63]1[N:68]=[C:67]([CH:69]([N:72]2[CH2:77][CH2:76][O:75][CH2:74][CH2:73]2)[CH2:70][OH:71])[CH:66]=[CH:65][CH:64]=1, predict the reaction product. The product is: [OH:71][CH2:70][CH:69]([C:67]1[N:68]=[C:63]([NH:1][C:2]2[S:6][C:5]([C:7]3[CH:8]=[N:9][C:10]([N:13]4[CH2:18][CH2:17][O:16][CH2:15][CH2:14]4)=[CH:11][CH:12]=3)=[N:4][C:3]=2[C:19]([NH2:21])=[O:20])[CH:64]=[CH:65][CH:66]=1)[N:72]1[CH2:77][CH2:76][O:75][CH2:74][CH2:73]1. (4) Given the reactants Cl[C:2]1[C:7]([CH:8]=[O:9])=[CH:6][C:5]([C:10]([F:13])([F:12])[F:11])=[CH:4][N:3]=1.[CH2:14]([O:21][CH2:22][CH2:23][C@H:24]1[CH2:29][CH2:28][C@H:27]([C@H:30]2[CH2:34][CH2:33][CH2:32][NH:31]2)[CH2:26][CH2:25]1)[C:15]1[CH:20]=[CH:19][CH:18]=[CH:17][CH:16]=1.C(=O)([O-])[O-].[K+].[K+].O, predict the reaction product. The product is: [CH2:14]([O:21][CH2:22][CH2:23][C@H:24]1[CH2:29][CH2:28][C@H:27]([C@H:30]2[CH2:34][CH2:33][CH2:32][N:31]2[C:2]2[C:7]([CH:8]=[O:9])=[CH:6][C:5]([C:10]([F:13])([F:12])[F:11])=[CH:4][N:3]=2)[CH2:26][CH2:25]1)[C:15]1[CH:20]=[CH:19][CH:18]=[CH:17][CH:16]=1.